Task: Predict the reaction yield, written as a fraction of the theoretical maximum amount of product (1.0 means a 100% yield; for example, 0.34 means a 34% yield).. Dataset: Reaction yield outcomes from USPTO patents with 853,638 reactions (1) The reactants are [Br:1][C:2]1[CH:3]=[C:4]2[C:9](=[C:10]([Br:12])[CH:11]=1)[O:8][CH:7]=[C:6]([CH:13]=O)[C:5]2=[O:15].[CH3:16][O:17][C:18]([C:20]#[C:21][C:22]([O:24][CH3:25])=[O:23])=[O:19].C1(P(C2C=CC=CC=2)C2C=CC=CC=2)C=CC=CC=1.[NH2:45][CH2:46][CH2:47][C:48]1[C:56]2[C:51](=[CH:52][CH:53]=[CH:54][CH:55]=2)[NH:50][CH:49]=1. The catalyst is C1(C)C=CC=CC=1. The product is [CH3:16][O:17][C:18]([C:20]1[C:21]2([C:22]([O:24][CH3:25])=[O:23])[N:45]([CH2:46][CH2:47][C:48]3[C:56]4[C:51](=[CH:52][CH:53]=[CH:54][CH:55]=4)[NH:50][C:49]=32)[CH:7]=[C:6]([C:5](=[O:15])[C:4]2[CH:3]=[C:2]([Br:1])[CH:11]=[C:10]([Br:12])[C:9]=2[OH:8])[CH:13]=1)=[O:19]. The yield is 0.200. (2) The reactants are [CH3:1][O:2][C:3]1[CH:8]=[CH:7][C:6]([NH:9][NH2:10])=[CH:5][CH:4]=1.C(N(CC)CC)C.[OH:18][C:19]1([C:25]#[C:26][C:27]([C:29]2[CH:34]=[CH:33][C:32]([CH3:35])=[CH:31][CH:30]=2)=O)[CH2:24][CH2:23][CH2:22][CH2:21][CH2:20]1. The catalyst is C(O)C. The product is [CH3:1][O:2][C:3]1[CH:8]=[CH:7][C:6]([N:9]2[C:27]([C:29]3[CH:34]=[CH:33][C:32]([CH3:35])=[CH:31][CH:30]=3)=[CH:26][C:25]([C:19]3([OH:18])[CH2:24][CH2:23][CH2:22][CH2:21][CH2:20]3)=[N:10]2)=[CH:5][CH:4]=1. The yield is 0.440. (3) The reactants are [K].[CH3:2][C:3]1[CH:8]=[CH:7][C:6]([N:9]([C:17]2[CH:24]=[CH:23][C:20]([CH:21]=O)=[CH:19][CH:18]=2)[C:10]2[CH:15]=[CH:14][C:13]([CH3:16])=[CH:12][CH:11]=2)=[CH:5][CH:4]=1.[OH2:25].Cl. The catalyst is O1CCCC1. The product is [OH:25][C:4]1[CH:5]=[CH:6][CH:7]=[CH:8][C:3]=1[CH:2]=[CH:21][C:20]1[CH:23]=[CH:24][C:17]([N:9]([C:6]2[CH:7]=[CH:8][C:3]([CH3:2])=[CH:4][CH:5]=2)[C:10]2[CH:15]=[CH:14][C:13]([CH3:16])=[CH:12][CH:11]=2)=[CH:18][CH:19]=1. The yield is 0.720. (4) The reactants are [CH2:1]([C:3](=[CH:6][CH2:7][C:8]1[C:9]([O:21][CH2:22][CH2:23][Si:24]([CH3:27])([CH3:26])[CH3:25])=[C:10]2[C:14](=[C:15]([CH3:19])[C:16]=1[CH2:17][CH3:18])[CH2:13][O:12][C:11]2=[O:20])[CH:4]=O)[CH3:2].C(O)(=O)C(O)=O.[CH2:34]([O:36][P:37]([CH2:42][CH2:43][NH2:44])(=[O:41])[O:38][CH2:39][CH3:40])[CH3:35].C(O)(=O)C.C(O[BH-](OC(=O)C)OC(=O)C)(=O)C.[Na+]. The catalyst is CN(C=O)C. The product is [CH2:39]([O:38][P:37]([CH2:42][CH2:43][NH:44][CH2:4][C:3]([CH2:1][CH3:2])=[CH:6][CH2:7][C:8]1[C:9]([O:21][CH2:22][CH2:23][Si:24]([CH3:25])([CH3:27])[CH3:26])=[C:10]2[C:14](=[C:15]([CH3:19])[C:16]=1[CH2:17][CH3:18])[CH2:13][O:12][C:11]2=[O:20])(=[O:41])[O:36][CH2:34][CH3:35])[CH3:40]. The yield is 0.650. (5) The reactants are [Cl:1][C:2]1[CH:8]=[C:7]([C:9]2[C:14]([CH3:15])=[N:13][CH:12]=[CH:11][N:10]=2)[CH:6]=[CH:5][C:3]=1N.Cl.N([O-])=O.[Na+].[Na+].[I-:22]. The catalyst is O.CC#N. The product is [Cl:1][C:2]1[CH:8]=[C:7]([C:9]2[C:14]([CH3:15])=[N:13][CH:12]=[CH:11][N:10]=2)[CH:6]=[CH:5][C:3]=1[I:22]. The yield is 0.640.